This data is from Forward reaction prediction with 1.9M reactions from USPTO patents (1976-2016). The task is: Predict the product of the given reaction. (1) Given the reactants [Cl:1][C:2]1[C:10]2[C:5](=[CH:6][C:7]([S:11]([N:14]3[CH2:19][C:18](=[O:20])[N:17]([CH2:21][CH:22]4[CH2:27][CH2:26][N:25]([C:28]5[CH:33]=[CH:32][C:31](=[O:34])[N:30]([CH3:35])[N:29]=5)[CH2:24][CH2:23]4)[CH:16]([C:36](O)=[O:37])[CH2:15]3)(=[O:13])=[O:12])=[CH:8][CH:9]=2)[NH:4][CH:3]=1.F[P-](F)(F)(F)(F)F.N1(OC(N(C)C)=[N+](C)C)[C:50]2[N:51]=[CH:52]C=CC=2N=N1.Cl.CNC.C(N(CC)C(C)C)(C)C.F[P-](F)(F)(F)(F)F.N1C2C=CC=C(O[P+](N3CCCC3)(N3CCCC3)N3CCCC3)C=2N=N1.F[P-](F)(F)(F)(F)F.N1(O[P+](N2CCCC2)(N2CCCC2)N2CCCC2)C2C=CC=CC=2N=N1, predict the reaction product. The product is: [CH3:50][N:51]([CH3:52])[C:36]([CH:16]1[CH2:15][N:14]([S:11]([C:7]2[CH:6]=[C:5]3[C:10]([C:2]([Cl:1])=[CH:3][NH:4]3)=[CH:9][CH:8]=2)(=[O:13])=[O:12])[CH2:19][C:18](=[O:20])[N:17]1[CH2:21][CH:22]1[CH2:27][CH2:26][N:25]([C:28]2[CH:33]=[CH:32][C:31](=[O:34])[N:30]([CH3:35])[N:29]=2)[CH2:24][CH2:23]1)=[O:37]. (2) Given the reactants O=[C:2]([CH3:15])[CH2:3][C:4]([NH:6][CH2:7][CH2:8][C:9]1[CH:14]=[CH:13][CH:12]=[CH:11][CH:10]=1)=[O:5].[F:16][C:17]1[C:18]([OH:26])=[C:19]([CH:23]=[CH:24][CH:25]=1)[C:20]([NH2:22])=O.Cl, predict the reaction product. The product is: [F:16][C:17]1[C:18]([OH:26])=[C:19]([C:20]2[N:6]([CH2:7][CH2:8][C:9]3[CH:14]=[CH:13][CH:12]=[CH:11][CH:10]=3)[C:4](=[O:5])[CH:3]=[C:2]([CH3:15])[N:22]=2)[CH:23]=[CH:24][CH:25]=1. (3) Given the reactants [CH3:1][O:2][C:3](=[O:15])[C:4]1[CH:9]=[CH:8][C:7]([C:10]([CH3:13])([CH3:12])[CH3:11])=[C:6]([OH:14])[CH:5]=1.[CH3:16][O:17][CH2:18][CH2:19][CH2:20]Br.C([O-])([O-])=O.[K+].[K+], predict the reaction product. The product is: [CH3:1][O:2][C:3](=[O:15])[C:4]1[CH:9]=[CH:8][C:7]([C:10]([CH3:11])([CH3:12])[CH3:13])=[C:6]([O:14][CH2:20][CH2:19][CH2:18][O:17][CH3:16])[CH:5]=1. (4) Given the reactants CC1(C)C(C)(C)OB([C:9]2[CH:14]=[CH:13][C:12]([N:15]3[C:19]4=[N:20][CH:21]=[N:22][CH:23]=[C:18]4[CH:17]=[N:16]3)=[CH:11][CH:10]=2)O1.[OH-:25].[Na+].OO, predict the reaction product. The product is: [N:15]1([C:12]2[CH:13]=[CH:14][C:9]([OH:25])=[CH:10][CH:11]=2)[C:19]2=[N:20][CH:21]=[N:22][CH:23]=[C:18]2[CH:17]=[N:16]1.